This data is from NCI-60 drug combinations with 297,098 pairs across 59 cell lines. The task is: Regression. Given two drug SMILES strings and cell line genomic features, predict the synergy score measuring deviation from expected non-interaction effect. (1) Drug 1: CN(CC1=CN=C2C(=N1)C(=NC(=N2)N)N)C3=CC=C(C=C3)C(=O)NC(CCC(=O)O)C(=O)O. Drug 2: CC1CCCC2(C(O2)CC(NC(=O)CC(C(C(=O)C(C1O)C)(C)C)O)C(=CC3=CSC(=N3)C)C)C. Cell line: TK-10. Synergy scores: CSS=37.7, Synergy_ZIP=-5.24, Synergy_Bliss=-8.22, Synergy_Loewe=-4.20, Synergy_HSA=-2.37. (2) Drug 1: COC1=CC(=CC(=C1O)OC)C2C3C(COC3=O)C(C4=CC5=C(C=C24)OCO5)OC6C(C(C7C(O6)COC(O7)C8=CC=CS8)O)O. Drug 2: C1=NNC2=C1C(=O)NC=N2. Cell line: SR. Synergy scores: CSS=75.0, Synergy_ZIP=5.91, Synergy_Bliss=5.34, Synergy_Loewe=-24.2, Synergy_HSA=5.32. (3) Drug 1: CN1C(=O)N2C=NC(=C2N=N1)C(=O)N. Drug 2: CC1=C(C(=O)C2=C(C1=O)N3CC4C(C3(C2COC(=O)N)OC)N4)N. Cell line: A498. Synergy scores: CSS=24.6, Synergy_ZIP=-7.83, Synergy_Bliss=-6.14, Synergy_Loewe=-36.6, Synergy_HSA=-3.34. (4) Drug 1: C1=CC(=CC=C1CCCC(=O)O)N(CCCl)CCCl. Drug 2: CC1CCC2CC(C(=CC=CC=CC(CC(C(=O)C(C(C(=CC(C(=O)CC(OC(=O)C3CCCCN3C(=O)C(=O)C1(O2)O)C(C)CC4CCC(C(C4)OC)OCCO)C)C)O)OC)C)C)C)OC. Cell line: HS 578T. Synergy scores: CSS=14.3, Synergy_ZIP=-4.79, Synergy_Bliss=-6.14, Synergy_Loewe=-1.10, Synergy_HSA=0.0643. (5) Drug 1: C1=NC2=C(N=C(N=C2N1C3C(C(C(O3)CO)O)F)Cl)N. Drug 2: CC=C1C(=O)NC(C(=O)OC2CC(=O)NC(C(=O)NC(CSSCCC=C2)C(=O)N1)C(C)C)C(C)C. Cell line: HCC-2998. Synergy scores: CSS=62.8, Synergy_ZIP=1.76, Synergy_Bliss=4.29, Synergy_Loewe=-8.95, Synergy_HSA=0.639. (6) Cell line: SR. Drug 2: CC1=C(C(=CC=C1)Cl)NC(=O)C2=CN=C(S2)NC3=CC(=NC(=N3)C)N4CCN(CC4)CCO. Drug 1: C1C(C(OC1N2C=C(C(=O)NC2=O)F)CO)O. Synergy scores: CSS=1.46, Synergy_ZIP=3.50, Synergy_Bliss=2.22, Synergy_Loewe=-8.95, Synergy_HSA=-7.05. (7) Drug 1: C1=NC2=C(N=C(N=C2N1C3C(C(C(O3)CO)O)F)Cl)N. Drug 2: CC(C)NC(=O)C1=CC=C(C=C1)CNNC.Cl. Cell line: HL-60(TB). Synergy scores: CSS=40.0, Synergy_ZIP=0.406, Synergy_Bliss=-2.58, Synergy_Loewe=-60.5, Synergy_HSA=-3.95.